Dataset: Forward reaction prediction with 1.9M reactions from USPTO patents (1976-2016). Task: Predict the product of the given reaction. (1) The product is: [OH:54][CH2:53][CH:52]([NH:51][C:33]([C:30]1[CH:31]=[CH:32][C:27]([C:24]2[CH:23]=[CH:22][C:21]([CH2:20][C@H:19]([NH:18][C:16]([C@H:13]3[CH2:14][CH2:15][C@H:10]([CH2:9][NH:8][C:6](=[O:7])[O:5][C:1]([CH3:2])([CH3:3])[CH3:4])[CH2:11][CH2:12]3)=[O:17])[C:37](=[O:50])[NH:38][C:39]3[CH:44]=[CH:43][C:42]([C:45]4[NH:49][N:48]=[N:47][N:46]=4)=[CH:41][CH:40]=3)=[CH:26][CH:25]=2)=[C:28]([CH3:36])[CH:29]=1)=[O:34])[CH3:55]. Given the reactants [C:1]([O:5][C:6]([NH:8][CH2:9][C@H:10]1[CH2:15][CH2:14][C@H:13]([C:16]([NH:18][C@H:19]([C:37](=[O:50])[NH:38][C:39]2[CH:44]=[CH:43][C:42]([C:45]3[N:46]=[N:47][NH:48][N:49]=3)=[CH:41][CH:40]=2)[CH2:20][C:21]2[CH:26]=[CH:25][C:24]([C:27]3[CH:32]=[CH:31][C:30]([C:33](O)=[O:34])=[CH:29][C:28]=3[CH3:36])=[CH:23][CH:22]=2)=[O:17])[CH2:12][CH2:11]1)=[O:7])([CH3:4])([CH3:3])[CH3:2].[NH2:51][CH:52]([CH3:55])[CH2:53][OH:54].C(N(CC)C(C)C)(C)C.F[P-](F)(F)(F)(F)F.CN(C(ON1C2=NC=CC=C2N=N1)=[N+](C)C)C, predict the reaction product. (2) Given the reactants Cl[C:2]12[C:19](=[O:20])[C:18]3[C:13](=[CH:14][CH:15]=[CH:16][CH:17]=3)[C:3]1([OH:21])[O:4][C:5]1[CH:10]=[C:9]([CH3:11])[C:8]([CH3:12])=[CH:7][C:6]=12.[NH2:22][C:23]1[CH:28]=[CH:27][CH:26]=[CH:25][N:24]=1, predict the reaction product. The product is: [OH:21][C:3]12[C:13]3[C:18](=[CH:17][CH:16]=[CH:15][CH:14]=3)[C:19](=[O:20])[C:2]1([NH:22][C:23]1[CH:28]=[CH:27][CH:26]=[CH:25][N:24]=1)[C:6]1[CH:7]=[C:8]([CH3:12])[C:9]([CH3:11])=[CH:10][C:5]=1[O:4]2. (3) Given the reactants [C:1]([O:5][C:6](=[O:28])[NH:7][CH2:8][C:9]1[CH:14]=[C:13]([O:15][C:16]2[CH:21]=[C:20]([CH3:22])[CH:19]=[C:18]([O:23][CH3:24])[CH:17]=2)[CH:12]=[CH:11][C:10]=1[N+:25]([O-])=O)([CH3:4])([CH3:3])[CH3:2].[Cl-].[NH4+].C(O)C, predict the reaction product. The product is: [C:1]([O:5][C:6](=[O:28])[NH:7][CH2:8][C:9]1[CH:14]=[C:13]([O:15][C:16]2[CH:21]=[C:20]([CH3:22])[CH:19]=[C:18]([O:23][CH3:24])[CH:17]=2)[CH:12]=[CH:11][C:10]=1[NH2:25])([CH3:4])([CH3:2])[CH3:3]. (4) Given the reactants [F:1][C:2]([F:18])([F:17])[C:3]1[CH:4]=[C:5]([CH2:13][C:14]([OH:16])=O)[CH:6]=[C:7]([C:9]([F:12])([F:11])[F:10])[CH:8]=1.[Cl:19][C:20]1[CH:21]=[C:22]([C:27]2([CH2:33][CH2:34][OH:35])[O:32][CH2:31][CH2:30][NH:29][CH2:28]2)[CH:23]=[CH:24][C:25]=1[Cl:26], predict the reaction product. The product is: [F:1][C:2]([F:18])([F:17])[C:3]1[CH:4]=[C:5]([CH2:13][C:14]([N:29]2[CH2:30][CH2:31][O:32][C:27]([CH2:33][CH2:34][OH:35])([C:22]3[CH:23]=[CH:24][C:25]([Cl:26])=[C:20]([Cl:19])[CH:21]=3)[CH2:28]2)=[O:16])[CH:6]=[C:7]([C:9]([F:12])([F:11])[F:10])[CH:8]=1. (5) Given the reactants [N:1]1[CH:6]=[CH:5][CH:4]=[CH:3][C:2]=1[O:7][CH2:8][C:9]1[CH:27]=[CH:26][C:12]([CH2:13][C:14]2[CH:18]=[C:17]([C:19]3[C:20]([NH2:25])=[N:21][CH:22]=[CH:23][CH:24]=3)[O:16][N:15]=2)=[CH:11][CH:10]=1.[S:28](=[O:32])(=[O:31])([OH:30])[OH:29], predict the reaction product. The product is: [S:28]([OH:32])([OH:31])(=[O:30])=[O:29].[N:1]1[CH:6]=[CH:5][CH:4]=[CH:3][C:2]=1[O:7][CH2:8][C:9]1[CH:27]=[CH:26][C:12]([CH2:13][C:14]2[CH:18]=[C:17]([C:19]3[C:20]([NH2:25])=[N:21][CH:22]=[CH:23][CH:24]=3)[O:16][N:15]=2)=[CH:11][CH:10]=1.[N:1]1[CH:6]=[CH:5][CH:4]=[CH:3][C:2]=1[O:7][CH2:8][C:9]1[CH:27]=[CH:26][C:12]([CH2:13][C:14]2[CH:18]=[C:17]([C:19]3[C:20]([NH2:25])=[N:21][CH:22]=[CH:23][CH:24]=3)[O:16][N:15]=2)=[CH:11][CH:10]=1.